Task: Predict the product of the given reaction.. Dataset: Forward reaction prediction with 1.9M reactions from USPTO patents (1976-2016) Given the reactants CN(CCC1[C:10]2[CH:11]=[C:12]([CH2:15][C@@H:16]3[NH:21][C:19](=[O:20])[O:18][CH2:17]3)[CH:13]=[CH:14][C:9]=2[NH:8]C=1)C.[NH2:22]C1C=CC(C[C@H]2COC(=O)N2)=CC=1.N([O-])=O.[Na+].Cl, predict the reaction product. The product is: [NH:8]([C:9]1[CH:14]=[CH:13][C:12]([CH2:15][C@H:16]2[CH2:17][O:18][C:19](=[O:20])[NH:21]2)=[CH:11][CH:10]=1)[NH2:22].